The task is: Predict hERG channel inhibition at various concentrations.. This data is from hERG Central: cardiac toxicity at 1µM, 10µM, and general inhibition. (1) The compound is CCc1cc2c(N3CCN(c4nnc(CC)s4)CC3)ncnc2s1.Cl. Results: hERG_inhib (hERG inhibition (general)): blocker. (2) The molecule is O=C(c1cc(=O)c2ccccc2o1)N1CCN(c2cccc(Cl)c2)CC1. Results: hERG_inhib (hERG inhibition (general)): blocker. (3) The drug is CCCCCC1CC(CC(=O)Nc2ccc([N+](=O)[O-])cc2)OC1=O. Results: hERG_inhib (hERG inhibition (general)): blocker. (4) The molecule is O=C(CCC1N=C2c3ccccc3N=C(SCc3ccc(F)cc3)N2C1=O)NCc1ccco1. Results: hERG_inhib (hERG inhibition (general)): blocker. (5) The compound is N/C(=N\OC(=O)CCC1CCCC1)c1cccc([N+](=O)[O-])c1. Results: hERG_inhib (hERG inhibition (general)): blocker. (6) The compound is COc1ccc(-n2ncc3c2CC(C)(C)CC3NC(=O)C2=CC(=O)CC(C)(C)O2)cc1. Results: hERG_inhib (hERG inhibition (general)): blocker.